This data is from Catalyst prediction with 721,799 reactions and 888 catalyst types from USPTO. The task is: Predict which catalyst facilitates the given reaction. (1) Reactant: [N:1]1([C:8]2[CH:9]=[CH:10][C:11]3[N:18]4[CH2:19][C@H:14]([CH2:15][CH2:16][CH2:17]4)[N:13]([C:20]([NH:22][C:23]4[CH:28]=[CH:27][N:26]=[CH:25][N:24]=4)=[O:21])[C:12]=3[N:29]=2)[CH2:7][CH2:6][CH2:5][NH:4][CH2:3][CH2:2]1.C(=O)([O-])[O-].[Na+].[Na+].FC(F)(F)S(O[CH2:42][C:43]([F:46])([F:45])[F:44])(=O)=O. Product: [N:26]1[CH:27]=[CH:28][C:23]([NH:22][C:20]([N:13]2[C@@H:14]3[CH2:19][N:18]([CH2:17][CH2:16][CH2:15]3)[C:11]3[CH:10]=[CH:9][C:8]([N:1]4[CH2:7][CH2:6][CH2:5][N:4]([CH2:42][C:43]([F:46])([F:45])[F:44])[CH2:3][CH2:2]4)=[N:29][C:12]2=3)=[O:21])=[N:24][CH:25]=1. The catalyst class is: 174. (2) Reactant: [CH3:1][S:2]([CH:5]1[CH2:8][NH:7][CH2:6]1)(=[O:4])=[O:3].F[C:10]1[C:11]([CH3:30])=[N:12][C:13]2[C:18]([N:19]=1)=[C:17]([C:20]1[NH:28][C:27]3[CH2:26][CH2:25][NH:24][C:23](=[O:29])[C:22]=3[CH:21]=1)[CH:16]=[CH:15][CH:14]=2.CCN(C(C)C)C(C)C. Product: [CH3:30][C:11]1[C:10]([N:7]2[CH2:8][CH:5]([S:2]([CH3:1])(=[O:4])=[O:3])[CH2:6]2)=[N:19][C:18]2[C:13](=[CH:14][CH:15]=[CH:16][C:17]=2[C:20]2[NH:28][C:27]3[CH2:26][CH2:25][NH:24][C:23](=[O:29])[C:22]=3[CH:21]=2)[N:12]=1. The catalyst class is: 37. (3) Reactant: [NH2:1][CH2:2][CH2:3][N:4]1[C:27](=[O:28])[N:7]2[CH:8]([C:21]3[CH:26]=[CH:25][CH:24]=[CH:23][CH:22]=3)[C:9]3[NH:10][C:11]4[C:16]([C:17]=3[CH2:18][C:6]2([CH3:29])[C:5]1=[O:30])=[CH:15][C:14]([O:19][CH3:20])=[CH:13][CH:12]=4.[CH3:31]N.N. Product: [CH3:20][O:19][C:14]1[CH:15]=[C:16]2[C:11](=[CH:12][CH:13]=1)[NH:10][C:9]1[CH:8]([C:21]3[CH:22]=[CH:23][CH:24]=[CH:25][CH:26]=3)[N:7]3[C:27](=[O:28])[N:4]([CH2:3][CH2:2][NH:1][CH3:31])[C:5](=[O:30])[C:6]3([CH3:29])[CH2:18][C:17]2=1. The catalyst class is: 5. (4) Reactant: C([CH:3]([C:7](Cl)=[O:8])[C:4](Cl)=[O:5])C.[NH2:10][C:11]1[C:15]([CH3:16])=[CH:14][S:13][C:12]=1C(OC)=O.C(N(CC)CC)C. Product: [CH3:16][C:15]1[C:11]2[NH:10][C:7](=[O:8])[CH2:3][C:4](=[O:5])[C:12]=2[S:13][CH:14]=1. The catalyst class is: 4. (5) Reactant: N([O-])=O.[Na+].[NH2:5][C:6]1[CH:11]=[CH:10][C:9]([C:12]2[C:16]([CH3:18])([CH3:17])[O:15][C:14](=[C:19]([C:22]#[N:23])[C:20]#[N:21])[C:13]=2[C:24]#[N:25])=[CH:8][CH:7]=1.[N-:26]=[N+:27]=[N-].[Na+]. Product: [N:5]([C:6]1[CH:7]=[CH:8][C:9]([C:12]2[C:16]([CH3:17])([CH3:18])[O:15][C:14](=[C:19]([C:22]#[N:23])[C:20]#[N:21])[C:13]=2[C:24]#[N:25])=[CH:10][CH:11]=1)=[N+:26]=[N-:27]. The catalyst class is: 223. (6) Reactant: C(N(CC)CC)C.C(O[CH:11]=[C:12]([C:18]#[N:19])[C:13]([O:15][CH2:16][CH3:17])=[O:14])C.C(O)(=O)C(O)=O.[CH2:26]([NH:28][NH2:29])[CH3:27]. Product: [CH2:16]([O:15][C:13]([C:12]1[CH:11]=[N:29][N:28]([CH2:26][CH3:27])[C:18]=1[NH2:19])=[O:14])[CH3:17]. The catalyst class is: 8.